Regression. Given a peptide amino acid sequence and an MHC pseudo amino acid sequence, predict their binding affinity value. This is MHC class II binding data. From a dataset of Peptide-MHC class II binding affinity with 134,281 pairs from IEDB. The peptide sequence is AFILDGDNLFNKV. The MHC is DRB1_0401 with pseudo-sequence DRB1_0401. The binding affinity (normalized) is 0.656.